This data is from hERG channel blocking data for cardiac toxicity assessment. The task is: Regression/Classification. Given a drug SMILES string, predict its toxicity properties. Task type varies by dataset: regression for continuous values (e.g., LD50, hERG inhibition percentage) or binary classification for toxic/non-toxic outcomes (e.g., AMES mutagenicity, cardiotoxicity, hepatotoxicity). Dataset: herg. (1) The molecule is NC(=O)C[C@@H](N)C(N)=O. The result is 0 (non-blocker). (2) The drug is Cc1ncccc1C(=O)N1CC[C@H]([NH2+]Cc2cncn2Cc2ccc(C#N)cc2)C1=O. The result is 1 (blocker). (3) The drug is O=C(NC1CCN(Cc2ccc3c(c2)OCO3)CC1)c1cc(=O)c2ccc(OC(F)F)cc2o1. The result is 1 (blocker). (4) The molecule is CCC(C)(C)C(=O)O[C@H]1C[C@@H](C)C=C2C=C[C@H](C)[C@H](CC[C@@H]3C[C@@H](O)CC(=O)O3)[C@H]21. The result is 0 (non-blocker). (5) The drug is N#Cc1ccc(Cn2cncc2C[NH+](CC[NH+]2CCOCC2)[C@@H]2CCN(Cc3cccc(Cl)c3)C2=O)cc1. The result is 1 (blocker). (6) The compound is CNCC[C@@H](Oc1ccccc1C)c1ccccc1. The result is 1 (blocker). (7) The drug is COc1cc2c(cc1OC)C(=O)[C@@H](CC1CC[NH+](Cc3ccccc3)CC1)C2. The result is 1 (blocker).